Dataset: Forward reaction prediction with 1.9M reactions from USPTO patents (1976-2016). Task: Predict the product of the given reaction. (1) Given the reactants [Cl:1][C:2]1[CH:3]=[C:4]([C:8]([CH:20]2[CH2:22][CH2:21]2)([C:10]2[CH:14]=[C:13]([CH:15]3OCC[O:16]3)[S:12][CH:11]=2)[OH:9])[CH:5]=[CH:6][CH:7]=1.CC(C)=O.CC1C=CC(S([O-])(=O)=O)=CC=1.C1C=C[NH+]=CC=1, predict the reaction product. The product is: [Cl:1][C:2]1[CH:3]=[C:4]([C:8]([CH:20]2[CH2:22][CH2:21]2)([OH:9])[C:10]2[CH:14]=[C:13]([CH:15]=[O:16])[S:12][CH:11]=2)[CH:5]=[CH:6][CH:7]=1. (2) Given the reactants [Br:1][C:2]1[CH:3]=[C:4](/[CH:9]=[CH:10]/[C:11]([NH:13][C:14]2([C:20]([NH:22][CH2:23][CH2:24][C:25]3[C:33]4[C:28](=[CH:29][CH:30]=[C:31]([F:34])[CH:32]=4)[NH:27][CH:26]=3)=[O:21])[CH2:19][CH2:18][NH:17][CH2:16][CH2:15]2)=[O:12])[CH:5]=[CH:6][C:7]=1[F:8].[CH3:35]CN(C(C)C)C(C)C.CI, predict the reaction product. The product is: [Br:1][C:2]1[CH:3]=[C:4](/[CH:9]=[CH:10]/[C:11]([NH:13][C:14]2([C:20]([NH:22][CH2:23][CH2:24][C:25]3[C:33]4[C:28](=[CH:29][CH:30]=[C:31]([F:34])[CH:32]=4)[NH:27][CH:26]=3)=[O:21])[CH2:19][CH2:18][N:17]([CH3:35])[CH2:16][CH2:15]2)=[O:12])[CH:5]=[CH:6][C:7]=1[F:8].